This data is from Forward reaction prediction with 1.9M reactions from USPTO patents (1976-2016). The task is: Predict the product of the given reaction. Given the reactants BrC1C=C2C(CCC(C[C:14]3[CH:15]=[N:16][CH:17]=[CH:18][CH:19]=3)C2=O)=CC=1.[NH2:20][C:21]1[N:22]([CH3:54])[C:23](=[O:53])[C@@:24]2([N:52]=1)[C:33]1[C:28](=[CH:29][CH:30]=[C:31]([C:34]3[CH:35]=[N:36][CH:37]=[C:38]([Cl:40])[CH:39]=3)[CH:32]=1)[CH2:27][CH2:26][C@H:25]2[CH2:41]C1CCN(CC(F)F)CC1, predict the reaction product. The product is: [NH2:20][C:21]1[N:22]([CH3:54])[C:23](=[O:53])[C@@:24]2([N:52]=1)[C:33]1[C:28](=[CH:29][CH:30]=[C:31]([C:34]3[CH:35]=[N:36][CH:37]=[C:38]([Cl:40])[CH:39]=3)[CH:32]=1)[CH2:27][CH2:26][C@H:25]2[CH2:41][C:14]1[CH:15]=[N:16][CH:17]=[CH:18][CH:19]=1.